From a dataset of NCI-60 drug combinations with 297,098 pairs across 59 cell lines. Regression. Given two drug SMILES strings and cell line genomic features, predict the synergy score measuring deviation from expected non-interaction effect. (1) Drug 1: CS(=O)(=O)CCNCC1=CC=C(O1)C2=CC3=C(C=C2)N=CN=C3NC4=CC(=C(C=C4)OCC5=CC(=CC=C5)F)Cl. Drug 2: CCN(CC)CCCC(C)NC1=C2C=C(C=CC2=NC3=C1C=CC(=C3)Cl)OC. Cell line: HCC-2998. Synergy scores: CSS=31.3, Synergy_ZIP=-9.52, Synergy_Bliss=-3.98, Synergy_Loewe=-14.4, Synergy_HSA=-4.80. (2) Drug 1: COC1=C(C=C2C(=C1)N=CN=C2NC3=CC(=C(C=C3)F)Cl)OCCCN4CCOCC4. Drug 2: CN(C(=O)NC(C=O)C(C(C(CO)O)O)O)N=O. Cell line: NCI/ADR-RES. Synergy scores: CSS=21.2, Synergy_ZIP=-5.45, Synergy_Bliss=2.28, Synergy_Loewe=-21.6, Synergy_HSA=2.44. (3) Drug 1: CC1CCC2CC(C(=CC=CC=CC(CC(C(=O)C(C(C(=CC(C(=O)CC(OC(=O)C3CCCCN3C(=O)C(=O)C1(O2)O)C(C)CC4CCC(C(C4)OC)O)C)C)O)OC)C)C)C)OC. Drug 2: C1C(C(OC1N2C=NC3=C2NC=NCC3O)CO)O. Cell line: SF-295. Synergy scores: CSS=29.6, Synergy_ZIP=-3.53, Synergy_Bliss=-3.72, Synergy_Loewe=-43.0, Synergy_HSA=-2.45. (4) Drug 1: C1=CC(=CC=C1CC(C(=O)O)N)N(CCCl)CCCl.Cl. Drug 2: N.N.Cl[Pt+2]Cl. Cell line: SK-MEL-28. Synergy scores: CSS=2.96, Synergy_ZIP=1.83, Synergy_Bliss=5.45, Synergy_Loewe=-2.48, Synergy_HSA=-1.41. (5) Drug 1: CC1OCC2C(O1)C(C(C(O2)OC3C4COC(=O)C4C(C5=CC6=C(C=C35)OCO6)C7=CC(=C(C(=C7)OC)O)OC)O)O. Drug 2: CN(C(=O)NC(C=O)C(C(C(CO)O)O)O)N=O. Cell line: TK-10. Synergy scores: CSS=22.0, Synergy_ZIP=-8.57, Synergy_Bliss=-6.50, Synergy_Loewe=-35.3, Synergy_HSA=-4.43. (6) Drug 1: CCC(=C(C1=CC=CC=C1)C2=CC=C(C=C2)OCCN(C)C)C3=CC=CC=C3.C(C(=O)O)C(CC(=O)O)(C(=O)O)O. Drug 2: CCN(CC)CCNC(=O)C1=C(NC(=C1C)C=C2C3=C(C=CC(=C3)F)NC2=O)C. Cell line: NCI-H226. Synergy scores: CSS=0.209, Synergy_ZIP=3.20, Synergy_Bliss=5.35, Synergy_Loewe=-3.04, Synergy_HSA=-2.17. (7) Drug 1: CC1=C(C(CCC1)(C)C)C=CC(=CC=CC(=CC(=O)O)C)C. Drug 2: C1CNP(=O)(OC1)N(CCCl)CCCl. Cell line: CCRF-CEM. Synergy scores: CSS=1.25, Synergy_ZIP=1.46, Synergy_Bliss=1.59, Synergy_Loewe=-2.77, Synergy_HSA=-2.71. (8) Drug 1: CC12CCC(CC1=CCC3C2CCC4(C3CC=C4C5=CN=CC=C5)C)O. Drug 2: CC=C1C(=O)NC(C(=O)OC2CC(=O)NC(C(=O)NC(CSSCCC=C2)C(=O)N1)C(C)C)C(C)C. Cell line: SK-OV-3. Synergy scores: CSS=36.5, Synergy_ZIP=-2.15, Synergy_Bliss=-2.32, Synergy_Loewe=-39.3, Synergy_HSA=-2.83.